Predict which catalyst facilitates the given reaction. From a dataset of Catalyst prediction with 721,799 reactions and 888 catalyst types from USPTO. (1) Reactant: [CH2:1]([O:3][C:4]([C:6]1([C:9]2[CH:14]=[CH:13][C:12]([C:15]3[CH:20]=[CH:19][C:18]([C:21]4[O:25][N:24]=[C:23]([CH3:26])[C:22]=4[NH2:27])=[CH:17][CH:16]=3)=[CH:11][CH:10]=2)[CH2:8][CH2:7]1)=[O:5])[CH3:2].[CH2:28]([CH:35]1[CH2:40][CH2:39][CH2:38][CH2:37][C:36]1=O)[C:29]1[CH:34]=[CH:33][CH:32]=[CH:31][CH:30]=1.C1COCC1.C([BH3-])#N.[Na+]. Product: [CH2:1]([O:3][C:4]([C:6]1([C:9]2[CH:10]=[CH:11][C:12]([C:15]3[CH:20]=[CH:19][C:18]([C:21]4[O:25][N:24]=[C:23]([CH3:26])[C:22]=4[NH:27][CH:36]4[CH2:37][CH2:38][CH2:39][CH2:40][CH:35]4[CH2:28][C:29]4[CH:30]=[CH:31][CH:32]=[CH:33][CH:34]=4)=[CH:17][CH:16]=3)=[CH:13][CH:14]=2)[CH2:8][CH2:7]1)=[O:5])[CH3:2]. The catalyst class is: 11. (2) Reactant: [Cl:1][C:2]1[CH:3]=[C:4]2[C:9](=[CH:10][CH:11]=1)[C:8]([C:12](=[O:14])[CH3:13])=[N:7][N:6]=[CH:5]2.[CH3:15][Mg+].[Br-]. Product: [Cl:1][C:2]1[CH:3]=[C:4]2[C:9](=[CH:10][CH:11]=1)[C:8]([C:12]([OH:14])([CH3:15])[CH3:13])=[N:7][N:6]=[CH:5]2. The catalyst class is: 1.